This data is from Peptide-MHC class I binding affinity with 185,985 pairs from IEDB/IMGT. The task is: Regression. Given a peptide amino acid sequence and an MHC pseudo amino acid sequence, predict their binding affinity value. This is MHC class I binding data. (1) The peptide sequence is RRWIAPHPL. The MHC is HLA-B39:01 with pseudo-sequence HLA-B39:01. The binding affinity (normalized) is 0.450. (2) The peptide sequence is GDHQAAMQI. The MHC is Mamu-B1001 with pseudo-sequence Mamu-B1001. The binding affinity (normalized) is 0.260. (3) The peptide sequence is RQFQTAFEF. The MHC is Mamu-B52 with pseudo-sequence Mamu-B52. The binding affinity (normalized) is 0.761. (4) The peptide sequence is SLCFLGAIA. The MHC is HLA-A02:01 with pseudo-sequence HLA-A02:01. The binding affinity (normalized) is 0.149. (5) The peptide sequence is ITNTKSDNI. The MHC is HLA-A68:02 with pseudo-sequence HLA-A68:02. The binding affinity (normalized) is 0.477. (6) The peptide sequence is FTDISMSLY. The MHC is HLA-A03:01 with pseudo-sequence HLA-A03:01. The binding affinity (normalized) is 0.0407.